From a dataset of Forward reaction prediction with 1.9M reactions from USPTO patents (1976-2016). Predict the product of the given reaction. (1) Given the reactants F[C:2]1[CH:7]=[CH:6][CH:5]=[CH:4][C:3]=1[N+:8]([O-:10])=[O:9].[CH2:11]([NH2:13])[CH3:12].C(=O)([O-])[O-].[K+].[K+].O, predict the reaction product. The product is: [CH2:11]([NH:13][C:2]1[CH:7]=[CH:6][CH:5]=[CH:4][C:3]=1[N+:8]([O-:10])=[O:9])[CH3:12]. (2) Given the reactants [F:1][C:2]1[CH:7]=[CH:6][C:5]([NH:8][C:9]2[CH:17]=[CH:16][CH:15]=[CH:14][C:10]=2[C:11]([OH:13])=O)=[CH:4][CH:3]=1.CN(C(ON1N=NC2C=CC=NC1=2)=[N+](C)C)C.F[P-](F)(F)(F)(F)F.[NH2:42][C:43]1[CH:48]=[CH:47][C:46]([OH:49])=[CH:45][CH:44]=1.C(N(C(C)C)C(C)C)C.C(Cl)Cl, predict the reaction product. The product is: [F:1][C:2]1[CH:3]=[CH:4][C:5]([NH:8][C:9]2[CH:17]=[CH:16][CH:15]=[CH:14][C:10]=2[C:11]([NH:42][C:43]2[CH:48]=[CH:47][C:46]([OH:49])=[CH:45][CH:44]=2)=[O:13])=[CH:6][CH:7]=1. (3) Given the reactants CO[C:3]1[CH:8]=[C:7]([O:9]C)[CH:6]=[CH:5][C:4]=1[C:11](=[O:18])[CH2:12][C:13]([O:15]CC)=[O:14].[C:19]1([OH:25])[CH:24]=[CH:23][CH:22]=[CH:21][CH:20]=1, predict the reaction product. The product is: [CH:24]1[C:19]([OH:25])=[CH:20][C:21]2[O:18][C:11]3[C:4]4[CH:5]=[CH:6][C:7]([OH:9])=[CH:8][C:3]=4[O:15][C:13](=[O:14])[C:12]=3[C:22]=2[CH:23]=1. (4) Given the reactants C(O[C:4]([C:6]1[C:7]2[CH2:8][C@H:9]3[CH2:22][C@H:10]3[C:11]=2[N:12]([C:14]2[CH:19]=[CH:18][C:17]([F:20])=[CH:16][C:15]=2[F:21])[N:13]=1)=[O:5])C.[NH2:23][C:24]1[CH:29]=[C:28]([OH:30])[CH:27]=[CH:26][N:25]=1, predict the reaction product. The product is: [OH:30][C:28]1[CH:27]=[CH:26][N:25]=[C:24]([NH:23][C:4]([C:6]2[C:7]3[CH2:8][C@H:9]4[CH2:22][C@H:10]4[C:11]=3[N:12]([C:14]3[CH:19]=[CH:18][C:17]([F:20])=[CH:16][C:15]=3[F:21])[N:13]=2)=[O:5])[CH:29]=1. (5) Given the reactants [Cl:1][C:2]1[CH:7]=[C:6]([Cl:8])[CH:5]=[CH:4][C:3]=1[C:9]1[N:10]=[C:11](/[CH:30]=[CH:31]/[C:32]2[CH:37]=[CH:36][C:35]([OH:38])=[CH:34][CH:33]=2)[N:12]([CH2:14][C:15]([NH:17][CH:18]([C:20]2[C:29]3[C:24](=[CH:25][CH:26]=[CH:27][CH:28]=3)[CH:23]=[CH:22][CH:21]=2)[CH3:19])=[O:16])[CH:13]=1.Br[CH2:40][C:41]1[CH:50]=[CH:49][C:44]([C:45]([O:47]C)=[O:46])=[CH:43][CH:42]=1, predict the reaction product. The product is: [Cl:1][C:2]1[CH:7]=[C:6]([Cl:8])[CH:5]=[CH:4][C:3]=1[C:9]1[N:10]=[C:11](/[CH:30]=[CH:31]/[C:32]2[CH:33]=[CH:34][C:35]([O:38][CH2:40][C:41]3[CH:50]=[CH:49][C:44]([C:45]([OH:47])=[O:46])=[CH:43][CH:42]=3)=[CH:36][CH:37]=2)[N:12]([CH2:14][C:15](=[O:16])[NH:17][CH:18]([C:20]2[C:29]3[C:24](=[CH:25][CH:26]=[CH:27][CH:28]=3)[CH:23]=[CH:22][CH:21]=2)[CH3:19])[CH:13]=1.